From a dataset of HIV replication inhibition screening data with 41,000+ compounds from the AIDS Antiviral Screen. Binary Classification. Given a drug SMILES string, predict its activity (active/inactive) in a high-throughput screening assay against a specified biological target. (1) The compound is CC(C)(C)OC(=O)N1CCc2c(n(CC=Cc3ccccc3)[nH]c2=O)C1. The result is 0 (inactive). (2) The molecule is COc1ccc(C=NNc2nnc3c4ccccc4c4ncccc4c3n2)cc1. The result is 1 (active). (3) The compound is Clc1ccnc2c1ccc1c(Cl)ccnc12. The result is 0 (inactive). (4) The result is 0 (inactive). The drug is O=[N+]([O-])c1nccn1CCC[n+]1ccccc1.[Br-]. (5) The molecule is NNC(=O)CCC(NS(=O)(=O)c1ccc(Cl)cc1)C(=O)NN. The result is 0 (inactive). (6) The molecule is C#CC(O)c1ccc(OC)c(OC)c1. The result is 0 (inactive). (7) The compound is CN1CCN(c2ccc3[nH]c(-c4ccc5[nH]c(-c6ccc(O)cc6)nc5c4)nc3c2)CC1. The result is 0 (inactive).